This data is from Forward reaction prediction with 1.9M reactions from USPTO patents (1976-2016). The task is: Predict the product of the given reaction. (1) Given the reactants C(OC(=O)[NH:7][C:8]1[CH:13]=[CH:12][C:11]([C:14]2[CH:19]=[CH:18][CH:17]=[CH:16][C:15]=2[F:20])=[CH:10][C:9]=1[NH:21][C:22](=[O:37])[CH2:23][C:24]([C:26]1[CH:31]=[CH:30][N:29]=[C:28]([N:32]2[CH:36]=[CH:35][N:34]=[CH:33]2)[CH:27]=1)=O)(C)(C)C.C(O)(C(F)(F)F)=O, predict the reaction product. The product is: [F:20][C:15]1[CH:16]=[CH:17][CH:18]=[CH:19][C:14]=1[C:11]1[CH:12]=[CH:13][C:8]2[N:7]=[C:24]([C:26]3[CH:31]=[CH:30][N:29]=[C:28]([N:32]4[CH:36]=[CH:35][N:34]=[CH:33]4)[CH:27]=3)[CH2:23][C:22](=[O:37])[NH:21][C:9]=2[CH:10]=1. (2) Given the reactants [H-].[Na+].[CH2:3]([O:5][C:6]([N:8]1[CH2:13][CH2:12][C:11]([O:16][CH3:17])([O:14][CH3:15])[CH:10]([OH:18])[CH2:9]1)=[O:7])[CH3:4].[CH2:19]1COC[CH2:20]1, predict the reaction product. The product is: [CH2:3]([O:5][C:6]([N:8]1[CH2:13][CH2:12][C:11]([O:14][CH3:15])([O:16][CH3:17])[CH:10]([O:18][CH2:19][CH3:20])[CH2:9]1)=[O:7])[CH3:4]. (3) Given the reactants Br[C:2]1[N:24]=[C:5]2[N:6]=[C:7]([C:16]3[CH:23]=[CH:22][C:19]([CH:20]=[O:21])=[CH:18][CH:17]=3)[C:8]([C:10]3[CH:15]=[CH:14][CH:13]=[CH:12][CH:11]=3)=[CH:9][N:4]2[N:3]=1.[CH3:25][NH:26][CH3:27], predict the reaction product. The product is: [CH3:25][N:26]([CH3:27])[C:2]1[N:24]=[C:5]2[N:6]=[C:7]([C:16]3[CH:23]=[CH:22][C:19]([CH:20]=[O:21])=[CH:18][CH:17]=3)[C:8]([C:10]3[CH:15]=[CH:14][CH:13]=[CH:12][CH:11]=3)=[CH:9][N:4]2[N:3]=1. (4) Given the reactants [F:1][C:2]1[CH:7]=[CH:6][C:5]([C:8]2[C:20]([C:21]3[CH:26]=[CH:25][N:24]=[C:23]([NH:27][CH2:28][CH2:29][CH2:30][O:31]CC4C=CC(OC)=CC=4)[N:22]=3)=[C:11]3[CH:12]=[CH:13][C:14]([C:16]([F:19])([F:18])[F:17])=[CH:15][N:10]3[N:9]=2)=[CH:4][CH:3]=1.C([O-])(O)=O.[Na+], predict the reaction product. The product is: [F:1][C:2]1[CH:7]=[CH:6][C:5]([C:8]2[C:20]([C:21]3[CH:26]=[CH:25][N:24]=[C:23]([NH:27][CH2:28][CH2:29][CH2:30][OH:31])[N:22]=3)=[C:11]3[CH:12]=[CH:13][C:14]([C:16]([F:19])([F:17])[F:18])=[CH:15][N:10]3[N:9]=2)=[CH:4][CH:3]=1. (5) Given the reactants [Br:1][C:2]1[CH:3]=[CH:4][C:5]([F:30])=[C:6]([C@@:8]2([CH3:29])[N:16]([CH2:17][C:18]3[CH:23]=[CH:22][C:21]([O:24][CH3:25])=[CH:20][C:19]=3[O:26][CH3:27])[C:15](=[O:28])[C:11]3([CH2:14][CH2:13][CH2:12]3)S[CH2:9]2)[CH:7]=1.O[O:32][S:33]([O-:35])=O.[K+], predict the reaction product. The product is: [Br:1][C:2]1[CH:3]=[CH:4][C:5]([F:30])=[C:6]([C@@:8]2([CH3:9])[N:16]([CH2:17][C:18]3[CH:23]=[CH:22][C:21]([O:24][CH3:25])=[CH:20][C:19]=3[O:26][CH3:27])[C:15](=[O:28])[C:11]3([CH2:14][CH2:13][CH2:12]3)[S:33](=[O:35])(=[O:32])[CH2:29]2)[CH:7]=1. (6) Given the reactants C(OC([N:8]1[CH2:13][CH2:12][CH:11]([C:14]2[CH:19]=[CH:18][C:17]([CH2:20][C:21]([O:23][CH3:24])=[O:22])=[CH:16][CH:15]=2)[CH2:10][CH2:9]1)=O)(C)(C)C.C(O)(C(F)(F)F)=O, predict the reaction product. The product is: [CH3:24][O:23][C:21](=[O:22])[CH2:20][C:17]1[CH:16]=[CH:15][C:14]([CH:11]2[CH2:10][CH2:9][NH:8][CH2:13][CH2:12]2)=[CH:19][CH:18]=1. (7) Given the reactants Cl[CH2:2][C:3]1[N:12]([C:13]2[CH:18]=[CH:17][CH:16]=[CH:15][C:14]=2[Cl:19])[C:11](=[O:20])[C:10]2[C:5](=[CH:6][CH:7]=[CH:8][C:9]=2[F:21])[N:4]=1.[N:22]1[C:30]([NH2:31])=[C:29]2[C:25]([N:26]=[CH:27][NH:28]2)=[N:24][CH:23]=1.C([O-])([O-])=O.[K+].[K+], predict the reaction product. The product is: [NH2:31][C:30]1[N:22]=[CH:23][N:24]=[C:25]2[C:29]=1[N:28]=[CH:27][N:26]2[CH2:2][C:3]1[N:12]([C:13]2[CH:18]=[CH:17][CH:16]=[CH:15][C:14]=2[Cl:19])[C:11](=[O:20])[C:10]2[C:5](=[CH:6][CH:7]=[CH:8][C:9]=2[F:21])[N:4]=1. (8) The product is: [ClH:22].[ClH:22].[Cl:22][C:11]1[CH:12]=[N:13][C:14]2[CH:15]=[CH:16][C:17](=[O:21])[N:18]([CH3:20])[C:19]=2[C:10]=1[CH2:9][CH2:8][N:5]1[CH2:6][CH2:7][C@H:2]([NH:1][CH2:35][C:33]2[CH:32]=[CH:31][C:28]3[O:29][CH2:30][C:25](=[O:24])[NH:26][C:27]=3[N:34]=2)[C@H:3]([OH:23])[CH2:4]1. Given the reactants [NH2:1][C@H:2]1[CH2:7][CH2:6][N:5]([CH2:8][CH2:9][C:10]2[C:11]([Cl:22])=[CH:12][N:13]=[C:14]3[C:19]=2[N:18]([CH3:20])[C:17](=[O:21])[CH:16]=[CH:15]3)[CH2:4][C@H:3]1[OH:23].[O:24]=[C:25]1[CH2:30][O:29][C:28]2[CH:31]=[CH:32][C:33]([CH:35]=O)=[N:34][C:27]=2[NH:26]1, predict the reaction product. (9) Given the reactants C1(P(C2C=CC=CC=2)C2C=CC=CC=2)C=CC=CC=1.[Si:20]([O:27][C:28]1[CH:29]=[C:30]([CH:59]=[CH:60][C:61]=1[F:62])[C:31]([NH:33][NH:34][C:35](=[O:58])[C@H:36]([NH:47][C:48]1[CH:53]=[CH:52][C:51]([C:54]#[N:55])=[C:50](Cl)[C:49]=1C)[C@@H:37]([O:39][Si:40]([C:43]([CH3:46])([CH3:45])[CH3:44])([CH3:42])[CH3:41])[CH3:38])=O)([C:23]([CH3:26])([CH3:25])[CH3:24])([CH3:22])[CH3:21].[CH2:63]([Cl:65])Cl, predict the reaction product. The product is: [Si:40]([O:39][C@@H:37]([CH3:38])[C@@H:36]([NH:47][C:48]1[CH:49]=[CH:50][C:51]([C:54]#[N:55])=[C:63]([Cl:65])[C:53]=1[CH3:52])[C:35]1[O:58][C:31]([C:30]2[CH:59]=[CH:60][C:61]([F:62])=[C:28]([O:27][Si:20]([C:23]([CH3:24])([CH3:25])[CH3:26])([CH3:21])[CH3:22])[CH:29]=2)=[N:33][N:34]=1)([C:43]([CH3:46])([CH3:44])[CH3:45])([CH3:42])[CH3:41].